From a dataset of Full USPTO retrosynthesis dataset with 1.9M reactions from patents (1976-2016). Predict the reactants needed to synthesize the given product. (1) Given the product [CH3:29][O:30][C:31]([CH:33]1[CH2:37][C:36]([C:12]2[CH:17]=[C:16]([C:18]3[CH:23]=[CH:22][C:21]([O:24][CH:25]([CH3:27])[CH3:26])=[C:20]([Cl:28])[CH:19]=3)[N:15]=[CH:14][N:13]=2)=[CH:35][N:34]1[C:46]([O:48][C:49]([CH3:52])([CH3:51])[CH3:50])=[O:47])=[O:32], predict the reactants needed to synthesize it. The reactants are: C[Sn](C)(C)[Sn](C)(C)C.[Cl-].[Li+].Cl[C:12]1[CH:17]=[C:16]([C:18]2[CH:23]=[CH:22][C:21]([O:24][CH:25]([CH3:27])[CH3:26])=[C:20]([Cl:28])[CH:19]=2)[N:15]=[CH:14][N:13]=1.[CH3:29][O:30][C:31]([CH:33]1[CH2:37][C:36](OS(C(F)(F)F)(=O)=O)=[CH:35][N:34]1[C:46]([O:48][C:49]([CH3:52])([CH3:51])[CH3:50])=[O:47])=[O:32]. (2) Given the product [F:8][C:6]1[CH:7]=[C:2]([CH3:16])[CH:3]=[C:4]([F:15])[C:5]=1[CH:9]([CH3:14])[C:10]([O:12][CH3:13])=[O:11], predict the reactants needed to synthesize it. The reactants are: Br[C:2]1[CH:7]=[C:6]([F:8])[C:5]([CH:9]([CH3:14])[C:10]([O:12][CH3:13])=[O:11])=[C:4]([F:15])[CH:3]=1.[CH3:16][Zn]C. (3) Given the product [F:48][C:19]1[CH:20]=[C:21]([CH2:22][CH:23]2[CH2:24][CH2:25][N:26]([CH2:29][C:30]3[CH:31]=[CH:32][C:33]([C:36]([OH:45])([C:41]([F:42])([F:43])[F:44])[C:37]([F:39])([F:40])[F:38])=[CH:34][CH:35]=3)[CH2:27][CH2:28]2)[CH:46]=[CH:47][C:18]=1[NH:17][C:8]([NH:7][C:4]1[CH:3]=[CH:2][N:1]=[CH:6][CH:5]=1)=[O:16], predict the reactants needed to synthesize it. The reactants are: [N:1]1[CH:6]=[CH:5][C:4]([NH:7][C:8](=[O:16])OC2C=CC=CC=2)=[CH:3][CH:2]=1.[NH2:17][C:18]1[CH:47]=[CH:46][C:21]([CH2:22][CH:23]2[CH2:28][CH2:27][N:26]([CH2:29][C:30]3[CH:35]=[CH:34][C:33]([C:36]([OH:45])([C:41]([F:44])([F:43])[F:42])[C:37]([F:40])([F:39])[F:38])=[CH:32][CH:31]=3)[CH2:25][CH2:24]2)=[CH:20][C:19]=1[F:48]. (4) Given the product [C:50]([C:48]1[CH:49]=[C:45]([NH:44][C:43]([NH:32][C@@H:25]2[C:26]3[C:31](=[CH:30][CH:29]=[CH:28][CH:27]=3)[C@H:22]([O:21][C:18]3[CH:19]=[CH:20][C:15]4[N:16]([C:12]([N:8]5[CH2:9][CH2:10][CH2:11][C@@H:7]5[CH2:6][OH:5])=[N:13][N:14]=4)[CH:17]=3)[CH2:23][CH2:24]2)=[O:42])[N:46]([C:54]2[CH:59]=[CH:58][C:57]([CH3:60])=[CH:56][CH:55]=2)[N:47]=1)([CH3:53])([CH3:51])[CH3:52], predict the reactants needed to synthesize it. The reactants are: C([Si](C(C)C)(C(C)C)[O:5][CH2:6][C@H:7]1[CH2:11][CH2:10][CH2:9][N:8]1[C:12]1[N:16]2[CH:17]=[C:18]([O:21][C@H:22]3[C:31]4[C:26](=[CH:27][CH:28]=[CH:29][CH:30]=4)[C@@H:25]([NH2:32])[CH2:24][CH2:23]3)[CH:19]=[CH:20][C:15]2=[N:14][N:13]=1)(C)C.ClC(Cl)(Cl)C[O:42][C:43](=O)[NH:44][C:45]1[N:46]([C:54]2[CH:59]=[CH:58][C:57]([CH3:60])=[CH:56][CH:55]=2)[N:47]=[C:48]([C:50]([CH3:53])([CH3:52])[CH3:51])[CH:49]=1.CCN(C(C)C)C(C)C.N. (5) Given the product [F:4][C:5]1[CH:6]=[CH:7][CH:8]=[C:9]2[C:14]=1[CH:13]=[CH:12][C:11]([CH:15]=[O:2])=[CH:10]2, predict the reactants needed to synthesize it. The reactants are: [Se](=O)=[O:2].[F:4][C:5]1[C:14]2[C:9](=[CH:10][C:11]([CH3:15])=[CH:12][CH:13]=2)[CH:8]=[CH:7][CH:6]=1.